From a dataset of NCI-60 drug combinations with 297,098 pairs across 59 cell lines. Regression. Given two drug SMILES strings and cell line genomic features, predict the synergy score measuring deviation from expected non-interaction effect. (1) Drug 1: C1=CC(=CC=C1CC(C(=O)O)N)N(CCCl)CCCl.Cl. Drug 2: C(CC(=O)O)C(=O)CN.Cl. Cell line: UACC-257. Synergy scores: CSS=-6.51, Synergy_ZIP=-1.38, Synergy_Bliss=-8.38, Synergy_Loewe=-12.8, Synergy_HSA=-11.7. (2) Drug 1: C1CN1C2=NC(=NC(=N2)N3CC3)N4CC4. Drug 2: C1=CC(=C2C(=C1NCCNCCO)C(=O)C3=C(C=CC(=C3C2=O)O)O)NCCNCCO. Cell line: M14. Synergy scores: CSS=61.4, Synergy_ZIP=-0.732, Synergy_Bliss=-1.28, Synergy_Loewe=1.98, Synergy_HSA=4.94.